The task is: Regression. Given two drug SMILES strings and cell line genomic features, predict the synergy score measuring deviation from expected non-interaction effect.. This data is from NCI-60 drug combinations with 297,098 pairs across 59 cell lines. Drug 1: COC1=C(C=C2C(=C1)N=CN=C2NC3=CC(=C(C=C3)F)Cl)OCCCN4CCOCC4. Drug 2: C1=CN(C(=O)N=C1N)C2C(C(C(O2)CO)O)O.Cl. Cell line: NCI-H460. Synergy scores: CSS=55.6, Synergy_ZIP=3.03, Synergy_Bliss=5.27, Synergy_Loewe=6.63, Synergy_HSA=8.71.